Dataset: Reaction yield outcomes from USPTO patents with 853,638 reactions. Task: Predict the reaction yield, written as a fraction of the theoretical maximum amount of product (1.0 means a 100% yield; for example, 0.34 means a 34% yield). (1) The yield is 0.460. The reactants are [NH2:1][C:2]1[CH:10]=[CH:9][CH:8]=[C:7]([Cl:11])[C:3]=1[C:4]([OH:6])=O.[N:12]1C=CC=CC=1.[F:18][C:19]([F:30])([F:29])[C:20](O[C:20](=O)[C:19]([F:30])([F:29])[F:18])=O. The product is [Cl:11][C:7]1[CH:8]=[CH:9][CH:10]=[C:2]2[C:3]=1[C:4](=[O:6])[NH:12][C:20]([C:19]([F:30])([F:29])[F:18])=[N:1]2. The catalyst is C(Cl)(Cl)Cl.N. (2) The reactants are [CH2:1]([OH:5])[CH2:2][CH:3]=C.[O:6]1[CH2:11][CH2:10][CH:9]([CH:12]=[O:13])[CH2:8][CH2:7]1.[C:14](O)(C(F)(F)F)=O. The catalyst is ClCCl. The product is [O:13]1[CH2:3][CH2:2][CH:1]([OH:5])[CH2:14][CH:12]1[CH:9]1[CH2:10][CH2:11][O:6][CH2:7][CH2:8]1. The yield is 0.800.